Dataset: Full USPTO retrosynthesis dataset with 1.9M reactions from patents (1976-2016). Task: Predict the reactants needed to synthesize the given product. (1) The reactants are: [CH3:1][N:2]([CH3:24])[C:3](=[O:23])[CH2:4][CH2:5][N:6]([CH3:22])[C:7]([C:9]1[S:10][C:11]2[N:12]=[CH:13][N:14]=[C:15](S(C)(=O)=O)[C:16]=2[N:17]=1)=[O:8].[CH3:25][O:26][C:27]1[CH:35]=[C:34]2[C:30]([CH:31]=[N:32][NH:33]2)=[CH:29][C:28]=1[NH2:36]. Given the product [CH3:1][N:2]([CH3:24])[C:3](=[O:23])[CH2:4][CH2:5][N:6]([CH3:22])[C:7]([C:9]1[S:10][C:11]2[N:12]=[CH:13][N:14]=[C:15]([NH:36][C:28]3[CH:29]=[C:30]4[C:34](=[CH:35][C:27]=3[O:26][CH3:25])[NH:33][N:32]=[CH:31]4)[C:16]=2[N:17]=1)=[O:8], predict the reactants needed to synthesize it. (2) The reactants are: Br[C:2]1[N:3]=[CH:4][C:5]2[N:6]([C:8]([C:11]3[CH:18]=[CH:17][C:14]([C:15]#[N:16])=[CH:13][CH:12]=3)=[CH:9][N:10]=2)[CH:7]=1.Br[C:20]1[CH:30]=[CH:29][C:23]([C:24]([O:26][CH2:27]C)=[O:25])=[CH:22][N:21]=1.C[Sn](C)C.C[Sn](C)C. Given the product [C:15]([C:14]1[CH:17]=[CH:18][C:11]([C:8]2[N:6]3[CH:7]=[C:2]([C:20]4[CH:30]=[CH:29][C:23]([C:24]([O:26][CH3:27])=[O:25])=[CH:22][N:21]=4)[N:3]=[CH:4][C:5]3=[N:10][CH:9]=2)=[CH:12][CH:13]=1)#[N:16], predict the reactants needed to synthesize it. (3) Given the product [CH3:1][C@H:2]1[N:7]([C:32](=[O:33])[C:31]([F:42])([F:41])[F:30])[C@@H:6]([CH3:8])[CH2:5][N:4]([CH2:9][C:10]2[CH:14]=[CH:13][N:12]([C:15]([O:17][C:18]([CH3:19])([CH3:21])[CH3:20])=[O:16])[N:11]=2)[CH2:3]1, predict the reactants needed to synthesize it. The reactants are: [CH3:1][C@H:2]1[NH:7][C@@H:6]([CH3:8])[CH2:5][N:4]([CH2:9][C:10]2[CH:14]=[CH:13][N:12]([C:15]([O:17][C:18]([CH3:21])([CH3:20])[CH3:19])=[O:16])[N:11]=2)[CH2:3]1.N1C(C)=CC=CC=1C.[F:30][C:31]([F:42])([F:41])[C:32](O[C:32](=[O:33])[C:31]([F:42])([F:41])[F:30])=[O:33]. (4) Given the product [C:18](/[CH:20]=[CH:21]/[S:22]([C:25]1[CH:26]=[CH:27][C:28]([C:31]([CH3:36])([CH3:35])[C:32]([NH:2][CH2:3][C:4]2[CH:5]=[CH:6][C:7]([S:10](=[O:11])(=[O:12])[NH2:13])=[CH:8][CH:9]=2)=[O:33])=[CH:29][CH:30]=1)(=[O:23])=[O:24])#[N:19], predict the reactants needed to synthesize it. The reactants are: Cl.[NH2:2][CH2:3][C:4]1[CH:9]=[CH:8][C:7]([S:10]([NH2:13])(=[O:12])=[O:11])=[CH:6][CH:5]=1.C(=O)([O-])[O-].[C:18](/[CH:20]=[CH:21]/[S:22]([C:25]1[CH:30]=[CH:29][C:28]([C:31]([CH3:36])([CH3:35])[C:32](O)=[O:33])=[CH:27][CH:26]=1)(=[O:24])=[O:23])#[N:19].ON1C2C=CC=CC=2N=N1.Cl.CN(C)CCCN=C=NCC.